Dataset: Full USPTO retrosynthesis dataset with 1.9M reactions from patents (1976-2016). Task: Predict the reactants needed to synthesize the given product. (1) Given the product [CH2:22]([S:24][C:4]1[CH:8]=[CH:7][S:6][C:5]=1[C:9]1[S:10][C:11]2[CH:17]=[CH:16][C:15]([C:18]([F:21])([F:20])[F:19])=[CH:14][C:12]=2[N:13]=1)[CH3:23], predict the reactants needed to synthesize it. The reactants are: [H-].[Na+].Br[C:4]1[CH:8]=[CH:7][S:6][C:5]=1[C:9]1[S:10][C:11]2[CH:17]=[CH:16][C:15]([C:18]([F:21])([F:20])[F:19])=[CH:14][C:12]=2[N:13]=1.[CH2:22]([SH:24])[CH3:23].O. (2) Given the product [CH2:1]([C:8]12[CH:17]([OH:18])[CH2:16][CH2:15][CH2:14][C:13]1=[C:12]([CH3:19])[C:11](=[O:20])[CH2:10][CH2:9]2)[C:2]1[CH:3]=[CH:4][CH:5]=[CH:6][CH:7]=1, predict the reactants needed to synthesize it. The reactants are: [CH2:1]([C:8]12[C:17](=[O:18])[CH2:16][CH2:15][CH2:14][C:13]1=[C:12]([CH3:19])[C:11](=[O:20])[CH2:10][CH2:9]2)[C:2]1[CH:7]=[CH:6][CH:5]=[CH:4][CH:3]=1.[BH4-].[Na+]. (3) Given the product [F:44][C:42]1([F:45])[O:41][C:40]2[CH:46]=[CH:47][C:37]([NH:36][C:24]([NH:12][C:9]3[CH:10]=[CH:11][C:6]([O:5][CH2:4][CH2:3][N:2]([CH3:19])[CH3:1])=[C:7]([C:13]4[N:14]([CH3:18])[N:15]=[CH:16][CH:17]=4)[CH:8]=3)=[O:25])=[CH:38][C:39]=2[O:43]1, predict the reactants needed to synthesize it. The reactants are: [CH3:1][N:2]([CH3:19])[CH2:3][CH2:4][O:5][C:6]1[CH:11]=[CH:10][C:9]([NH2:12])=[CH:8][C:7]=1[C:13]1[N:14]([CH3:18])[N:15]=[CH:16][CH:17]=1.C(Cl)Cl.Cl[C:24](OC1C=CC([N+]([O-])=O)=CC=1)=[O:25].[NH2:36][C:37]1[CH:47]=[CH:46][C:40]2[O:41][C:42]([F:45])([F:44])[O:43][C:39]=2[CH:38]=1. (4) Given the product [F:5][C:6]1[C:7]([CH2:8][OH:9])=[CH:11][CH:12]=[CH:13][N:14]=1, predict the reactants needed to synthesize it. The reactants are: S(Cl)(Cl)=O.[F:5][C:6]1[N:14]=[CH:13][CH:12]=[CH:11][C:7]=1[C:8](O)=[O:9].CN(C)C=O.[BH4-].[Na+]. (5) Given the product [CH2:1]([O:8][C:9]1[CH:18]=[CH:17][C:12]2[C:26](=[O:27])[C:14]([CH3:13])([CH3:22])[O:15][C:11]=2[CH:10]=1)[C:2]1[CH:3]=[CH:4][CH:5]=[CH:6][CH:7]=1, predict the reactants needed to synthesize it. The reactants are: [CH2:1]([O:8][C:9]1[CH:18]=[CH:17][C:12]2[C:13](=O)[CH2:14][O:15][C:11]=2[CH:10]=1)[C:2]1[CH:7]=[CH:6][CH:5]=[CH:4][CH:3]=1.[H-].[Na+].I[CH3:22].CN([CH:26]=[O:27])C. (6) Given the product [Br:17][C:18]1[CH:19]=[C:20]([CH:24]=[C:25]([CH3:27])[N:26]=1)[C:21]([NH:14][CH:12]([C:9]1[CH:10]=[N:11][C:6]([O:5][CH2:4][C:3]([F:2])([F:15])[F:16])=[CH:7][CH:8]=1)[CH3:13])=[O:22], predict the reactants needed to synthesize it. The reactants are: Cl.[F:2][C:3]([F:16])([F:15])[CH2:4][O:5][C:6]1[N:11]=[CH:10][C:9]([CH:12]([NH2:14])[CH3:13])=[CH:8][CH:7]=1.[Br:17][C:18]1[CH:19]=[C:20]([CH:24]=[C:25]([CH3:27])[N:26]=1)[C:21](O)=[O:22].